From a dataset of Full USPTO retrosynthesis dataset with 1.9M reactions from patents (1976-2016). Predict the reactants needed to synthesize the given product. (1) Given the product [Br:1][C:2]1[CH:3]=[C:4]2[C:9](=[CH:10][CH:11]=1)[CH2:8][CH:7]([N:12]([CH2:13][C:14]1[N:19]=[CH:18][C:17]3[O:20][CH2:21][CH2:22][O:23][C:16]=3[CH:15]=1)[C:29](=[O:30])[O:31][C:32]([CH3:35])([CH3:34])[CH3:33])[CH2:6][CH2:5]2, predict the reactants needed to synthesize it. The reactants are: [Br:1][C:2]1[CH:3]=[C:4]2[C:9](=[CH:10][CH:11]=1)[CH2:8][CH:7]([NH:12][CH2:13][C:14]1[N:19]=[CH:18][C:17]3[O:20][CH2:21][CH2:22][O:23][C:16]=3[CH:15]=1)[CH2:6][CH2:5]2.C([O-])(O)=O.[Na+].[C:29](O[C:29]([O:31][C:32]([CH3:35])([CH3:34])[CH3:33])=[O:30])([O:31][C:32]([CH3:35])([CH3:34])[CH3:33])=[O:30]. (2) Given the product [CH3:13][C:10]1[CH:11]=[CH:12][C:7]([C:5](=[O:6])[CH2:4][CH2:3][CH2:2][N:14]2[CH2:19][CH2:18][CH:17]([C:20]3[CH:21]=[C:22]([NH:26][C:27]([CH:29]4[CH2:30][CH2:31]4)=[O:28])[CH:23]=[CH:24][CH:25]=3)[CH2:16][CH2:15]2)=[CH:8][CH:9]=1, predict the reactants needed to synthesize it. The reactants are: Cl[CH2:2][CH2:3][CH2:4][C:5]([C:7]1[CH:12]=[CH:11][C:10]([CH3:13])=[CH:9][CH:8]=1)=[O:6].[NH:14]1[CH2:19][CH2:18][CH:17]([C:20]2[CH:21]=[C:22]([NH:26][C:27]([CH:29]3[CH2:31][CH2:30]3)=[O:28])[CH:23]=[CH:24][CH:25]=2)[CH2:16][CH2:15]1. (3) Given the product [F:22][C:2]([F:1])([F:21])[C:3]1[CH:12]=[CH:11][C:10]2[C:5](=[CH:6][C:7]([CH2:13][C:14]([OH:16])=[O:15])=[CH:8][CH:9]=2)[N:4]=1, predict the reactants needed to synthesize it. The reactants are: [F:1][C:2]([F:22])([F:21])[C:3]1[CH:12]=[CH:11][C:10]2[C:5](=[CH:6][C:7]([CH2:13][C:14]([O:16]C(C)(C)C)=[O:15])=[CH:8][CH:9]=2)[N:4]=1.Cl. (4) Given the product [C:19]1([CH3:46])[CH:24]=[CH:23][C:22]([C:25]([C@@:27]([C:43]([OH:45])=[O:44])([OH:42])[C@@:28]([C:33]([C:35]2[CH:36]=[CH:37][C:38]([CH3:41])=[CH:39][CH:40]=2)=[O:34])([OH:32])[C:29]([OH:31])=[O:30])=[O:26])=[CH:21][CH:20]=1.[CH2:3]([N:10]1[CH2:15][CH2:14][C@@H:13]([CH3:16])[C@@H:12]([NH:17][CH3:18])[CH2:11]1)[C:4]1[CH:5]=[CH:6][CH:7]=[CH:8][CH:9]=1, predict the reactants needed to synthesize it. The reactants are: Cl.Cl.[CH2:3]([N:10]1[CH2:15][CH2:14][C@H:13]([CH3:16])[C@H:12]([NH:17][CH3:18])[CH2:11]1)[C:4]1[CH:9]=[CH:8][CH:7]=[CH:6][CH:5]=1.[C:19]1([CH3:46])[CH:24]=[CH:23][C:22]([C:25]([C@@:27]([C:43]([OH:45])=[O:44])([OH:42])[C@@:28]([C:33]([C:35]2[CH:40]=[CH:39][C:38]([CH3:41])=[CH:37][CH:36]=2)=[O:34])([OH:32])[C:29]([OH:31])=[O:30])=[O:26])=[CH:21][CH:20]=1.[OH-].[Na+].